Dataset: Full USPTO retrosynthesis dataset with 1.9M reactions from patents (1976-2016). Task: Predict the reactants needed to synthesize the given product. (1) Given the product [C:34]([NH:2][N:3]1[CH2:7][CH:6]([C:8]2[CH:13]=[CH:12][C:11]([CH3:14])=[C:10]([CH3:15])[CH:9]=2)[N:5]([CH2:16][CH2:17][C:18]2[CH:19]=[CH:20][C:21]([O:24][CH3:25])=[CH:22][CH:23]=2)[C:4]1=[O:26])(=[O:36])[CH3:35], predict the reactants needed to synthesize it. The reactants are: Cl.[NH2:2][N:3]1[CH2:7][CH:6]([C:8]2[CH:13]=[CH:12][C:11]([CH3:14])=[C:10]([CH3:15])[CH:9]=2)[N:5]([CH2:16][CH2:17][C:18]2[CH:23]=[CH:22][C:21]([O:24][CH3:25])=[CH:20][CH:19]=2)[C:4]1=[O:26].C(N(CC)CC)C.[C:34](Cl)(=[O:36])[CH3:35]. (2) Given the product [Cl:6][C:7]1[CH:12]=[CH:11][C:10]([CH2:13][CH2:14][NH:1][CH2:2][CH:3]([OH:5])[CH3:4])=[CH:9][CH:8]=1, predict the reactants needed to synthesize it. The reactants are: [NH2:1][CH2:2][CH:3]([OH:5])[CH3:4].[Cl:6][C:7]1[CH:12]=[CH:11][C:10]([CH2:13][CH2:14]Cl)=[CH:9][CH:8]=1.O. (3) The reactants are: [CH3:1][O:2][C:3]1[CH:4]=[CH:5][C:6]([CH:10]2[CH2:19][CH2:18][C:17]3[C:12](=[CH:13][CH:14]=[C:15]([O:20][CH3:21])[CH:16]=3)[CH2:11]2)=[C:7]([NH2:9])[CH:8]=1.Cl.[N:23]1([CH2:30][CH2:31][O:32][C:33]2[CH:41]=[CH:40][C:36]([C:37](O)=O)=[CH:35][CH:34]=2)[CH2:29][CH2:28][CH2:27][CH2:26][CH2:25][CH2:24]1. Given the product [N:23]1([CH2:30][CH2:31][O:32][C:33]2[CH:41]=[CH:40][C:36]([CH2:37][NH:9][C:7]3[CH:8]=[C:3]([O:2][CH3:1])[CH:4]=[CH:5][C:6]=3[CH:10]3[CH2:19][CH2:18][C:17]4[C:12](=[CH:13][CH:14]=[C:15]([O:20][CH3:21])[CH:16]=4)[CH2:11]3)=[CH:35][CH:34]=2)[CH2:29][CH2:28][CH2:27][CH2:26][CH2:25][CH2:24]1, predict the reactants needed to synthesize it. (4) The reactants are: [NH:1]1[CH2:6][CH2:5][CH:4]([OH:7])[CH2:3][CH2:2]1.Cl[C:9]1[N:14]=[CH:13][C:12]([CH2:15][CH3:16])=[CH:11][N:10]=1.C(N(C(C)C)C(C)C)C. Given the product [CH2:15]([C:12]1[CH:11]=[N:10][C:9]([N:1]2[CH2:6][CH2:5][CH:4]([OH:7])[CH2:3][CH2:2]2)=[N:14][CH:13]=1)[CH3:16], predict the reactants needed to synthesize it. (5) Given the product [Br:1][C:2]1[CH:3]=[CH:4][C:5]([F:19])=[C:6]([C:8]2([CH2:13][C:14]3([OH:16])[CH2:21][CH2:20]3)[O:9][CH2:10][CH2:11][O:12]2)[CH:7]=1, predict the reactants needed to synthesize it. The reactants are: [Br:1][C:2]1[CH:3]=[CH:4][C:5]([F:19])=[C:6]([C:8]2([CH2:13][C:14]([O:16]CC)=O)[O:12][CH2:11][CH2:10][O:9]2)[CH:7]=1.[CH3:20][CH2:21][Mg]Br. (6) Given the product [CH3:1][O:2][C:3]1[CH:4]=[C:5]2[C:10](=[CH:11][C:12]=1[O:13][CH3:14])[N:9]=[CH:8][N:7]=[C:6]2[S:15][C:16]1[CH:17]=[C:18]([NH:19][C:32]([NH:31][C:28]2[CH:27]=[CH:26][C:25]([C:24]([F:23])([F:34])[F:35])=[CH:30][CH:29]=2)=[O:33])[CH:20]=[CH:21][CH:22]=1, predict the reactants needed to synthesize it. The reactants are: [CH3:1][O:2][C:3]1[CH:4]=[C:5]2[C:10](=[CH:11][C:12]=1[O:13][CH3:14])[N:9]=[CH:8][N:7]=[C:6]2[S:15][C:16]1[CH:17]=[C:18]([CH:20]=[CH:21][CH:22]=1)[NH2:19].[F:23][C:24]([F:35])([F:34])[C:25]1[CH:30]=[CH:29][C:28]([N:31]=[C:32]=[O:33])=[CH:27][CH:26]=1. (7) Given the product [Cl:1][C:2]1[C:6]([S:10]([Cl:9])(=[O:12])=[O:11])=[CH:5][N:4]([CH2:7][CH3:8])[N:3]=1, predict the reactants needed to synthesize it. The reactants are: [Cl:1][C:2]1[CH:6]=[CH:5][N:4]([CH2:7][CH3:8])[N:3]=1.[Cl:9][S:10](O)(=[O:12])=[O:11]. (8) Given the product [CH3:1][O:2][C:3]1[CH:4]=[C:5]2[C:10](=[CH:11][C:12]=1[O:13][CH3:14])[N:9]=[CH:8][CH:7]=[C:6]2[O:15][C:16]1[N:17]=[CH:18][C:19]([NH2:22])=[CH:20][CH:21]=1, predict the reactants needed to synthesize it. The reactants are: [CH3:1][O:2][C:3]1[CH:4]=[C:5]2[C:10](=[CH:11][C:12]=1[O:13][CH3:14])[N:9]=[CH:8][CH:7]=[C:6]2[O:15][C:16]1[CH:21]=[CH:20][C:19]([N+:22]([O-])=O)=[CH:18][N:17]=1.[Cl-].[NH4+]. (9) The reactants are: [CH2:1]([C:3]1[C:11]2[C:6](=[CH:7][C:8]([NH2:12])=[CH:9][CH:10]=2)[N:5]([C:13]2[CH:18]=[CH:17][CH:16]=[CH:15][CH:14]=2)[N:4]=1)[CH3:2].[ClH:19].CCOC(C)=O. Given the product [ClH:19].[CH2:1]([C:3]1[C:11]2[C:6](=[CH:7][C:8]([NH2:12])=[CH:9][CH:10]=2)[N:5]([C:13]2[CH:18]=[CH:17][CH:16]=[CH:15][CH:14]=2)[N:4]=1)[CH3:2], predict the reactants needed to synthesize it. (10) The reactants are: [CH3:1][C@H:2]1[NH:27][C:25](=[O:26])[C@@H:24]([NH2:28])[CH2:23][NH:22][C:20](=[O:21])[C@H:19]([C@@H:29]2[NH:34][CH:33]([NH2:35])[N:32]=[CH:31][CH2:30]2)[NH:18][C:16](=[O:17])/[C:10](=[CH:11]/[NH:12][C:13]([NH2:15])=[O:14])/[NH:9][C:7](=[O:8])[C@@H:6]([CH2:36][NH2:37])[NH:5][C:3]1=[O:4].O. Given the product [CH3:1][C@@H:2]1[NH:27][C:25](=[O:26])[C@@H:24]([NH2:28])[CH2:23][NH:22][C:20](=[O:21])[C@H:19]([C@@H:29]2[NH:34][C:33]([NH2:35])=[N:32][CH2:31][CH2:30]2)[NH:18][C:16](=[O:17])/[C:10](=[CH:11]/[NH:12][C:13]([NH2:15])=[O:14])/[NH:9][C:7](=[O:8])[C@H:6]([CH2:36][NH2:37])[NH:5][C:3]1=[O:4], predict the reactants needed to synthesize it.